This data is from Forward reaction prediction with 1.9M reactions from USPTO patents (1976-2016). The task is: Predict the product of the given reaction. (1) Given the reactants [Cl:1][C:2]1[N:3]=[CH:4][C:5]([F:13])=[C:6]2[C:11]=1[N:10]=[CH:9][C:8]([OH:12])=[CH:7]2.[CH2:14](O)[C:15]#[C:16][CH3:17].C1(P(C2C=CC=CC=2)C2C=CC=CC=2)C=CC=CC=1.N(C(OC(C)C)=O)=NC(OC(C)C)=O, predict the reaction product. The product is: [CH2:14]([O:12][C:8]1[CH:9]=[N:10][C:11]2[C:6]([CH:7]=1)=[C:5]([F:13])[CH:4]=[N:3][C:2]=2[Cl:1])[C:15]#[C:16][CH3:17]. (2) Given the reactants Br[C:2]1[CH:3]=[CH:4][C:5]([N+:15]([O-:17])=[O:16])=[C:6]([NH:8][C:9]2[CH:14]=[CH:13][CH:12]=[CH:11][CH:10]=2)[CH:7]=1.[NH:18]1[CH2:23][CH2:22][O:21][CH2:20][CH2:19]1, predict the reaction product. The product is: [O:21]1[CH2:22][CH2:23][N:18]([C:2]2[CH:3]=[CH:4][C:5]([N+:15]([O-:17])=[O:16])=[C:6]([NH:8][C:9]3[CH:14]=[CH:13][CH:12]=[CH:11][CH:10]=3)[CH:7]=2)[CH2:19][CH2:20]1. (3) Given the reactants [F:1][C:2]([F:12])([F:11])[C:3](=O)[CH2:4][C:5]([O:7]CC)=O.Cl.[C:14]([NH2:17])(=[NH:16])[CH3:15].C[O-].[Na+], predict the reaction product. The product is: [OH:7][C:5]1[CH:4]=[C:3]([C:2]([F:1])([F:11])[F:12])[N:17]=[C:14]([CH3:15])[N:16]=1. (4) Given the reactants [N:1]1[CH:6]=[CH:5][C:4]([C@@H:7]2[CH2:12][CH2:11][N:10]([C:13]([O:15][C:16]([CH3:19])([CH3:18])[CH3:17])=[O:14])[CH2:9][C@H:8]2[C:20]([O:22][CH2:23][CH3:24])=[O:21])=[CH:3][CH:2]=1.ClC1C=C(C=CC=1)C(OO)=[O:30], predict the reaction product. The product is: [O-:30][N+:1]1[CH:6]=[CH:5][C:4]([C@@H:7]2[CH2:12][CH2:11][N:10]([C:13]([O:15][C:16]([CH3:17])([CH3:18])[CH3:19])=[O:14])[CH2:9][C@H:8]2[C:20]([O:22][CH2:23][CH3:24])=[O:21])=[CH:3][CH:2]=1. (5) The product is: [CH:10]1([C:8]2[CH:9]=[C:5]([NH:14][C:15](=[O:27])[CH2:16][C:17]3[CH:26]=[CH:25][C:24]4[C:19](=[CH:20][CH:21]=[CH:22][CH:23]=4)[CH:18]=3)[NH:6][N:7]=2)[CH2:13][CH2:12][CH2:11]1. Given the reactants C([C:5]1([NH:14][C:15](=[O:27])[CH2:16][C:17]2[CH:26]=[CH:25][C:24]3[C:19](=[CH:20][CH:21]=[CH:22][CH:23]=3)[CH:18]=2)[CH:9]=[C:8]([CH:10]2[CH2:13][CH2:12][CH2:11]2)[NH:7][NH:6]1)(C)(C)C.C1(OC)C=CC=CC=1, predict the reaction product. (6) Given the reactants [Br:1][CH2:2][CH2:3][CH2:4][CH2:5][O:6][CH2:7][CH2:8][CH2:9][CH2:10][CH2:11][O:12]C1CCCCO1.O.C1(C)C=CC(S(O)(=O)=O)=CC=1, predict the reaction product. The product is: [Br:1][CH2:2][CH2:3][CH2:4][CH2:5][O:6][CH2:7][CH2:8][CH2:9][CH2:10][CH2:11][OH:12]. (7) Given the reactants Br[C:2]1[CH:10]=[CH:9][C:8]([Br:11])=[CH:7][C:3]=1[C:4]([OH:6])=[O:5].C1(C)C=CC=CC=1.[CH3:19][O:20][C:21]1[CH:26]=[C:25]([F:27])[CH:24]=[CH:23][C:22]=1O.C(=O)([O-])[O-:30].[Cs+].[Cs+], predict the reaction product. The product is: [Br:11][C:8]1[CH:9]=[CH:10][C:2]([O:30][C:24]2[CH:23]=[CH:22][C:21]([O:20][CH3:19])=[CH:26][C:25]=2[F:27])=[C:3]([CH:7]=1)[C:4]([OH:6])=[O:5]. (8) Given the reactants [H-].[Al+3].[Li+].[H-].[H-].[H-].C[O:8][C:9]([C:11]1[N:19]=[CH:18][C:17]2[NH:16][C:15]3[N:20]=[CH:21][C:22]([C:24]4[CH:29]=[CH:28][C:27]([CH2:30][N:31]5[CH2:36][CH2:35][CH2:34][CH2:33][CH2:32]5)=[CH:26][CH:25]=4)=[CH:23][C:14]=3[C:13]=2[CH:12]=1)=O.[Cl-].[NH4+].[C@H](O)(C([O-])=O)[C@@H](O)C([O-])=O.[Na+].[K+], predict the reaction product. The product is: [N:31]1([CH2:30][C:27]2[CH:28]=[CH:29][C:24]([C:22]3[CH:21]=[N:20][C:15]4[NH:16][C:17]5[CH:18]=[N:19][C:11]([CH2:9][OH:8])=[CH:12][C:13]=5[C:14]=4[CH:23]=3)=[CH:25][CH:26]=2)[CH2:36][CH2:35][CH2:34][CH2:33][CH2:32]1. (9) Given the reactants [OH:1][C:2]1[CH:3]=[C:4]([CH:9]=[CH:10][C:11]=1[N+:12]([O-:14])=[O:13])[C:5]([O:7][CH3:8])=[O:6].[H-].[Na+].I[CH2:18][CH3:19].O, predict the reaction product. The product is: [CH2:18]([O:1][C:2]1[CH:3]=[C:4]([CH:9]=[CH:10][C:11]=1[N+:12]([O-:14])=[O:13])[C:5]([O:7][CH3:8])=[O:6])[CH3:19]. (10) Given the reactants [Cl:1][C:2]1[C:7]([O:8][CH3:9])=[CH:6][C:5]([N:10]2[CH2:15][CH2:14][N:13]([C:16](=[O:29])[CH2:17][N:18]3[C:22]4=[N:23][CH:24]=[CH:25][CH:26]=[C:21]4[C:20]([C:27]#[N:28])=[N:19]3)[C@@H:12]([CH3:30])[CH2:11]2)=[C:4]([F:31])[CH:3]=1.[NH2:32][OH:33].Cl, predict the reaction product. The product is: [Cl:1][C:2]1[C:7]([O:8][CH3:9])=[CH:6][C:5]([N:10]2[CH2:15][CH2:14][N:13]([C:16](=[O:29])[CH2:17][N:18]3[C:22]4=[N:23][CH:24]=[CH:25][CH:26]=[C:21]4[C:20]([C:27]([NH:32][OH:33])=[NH:28])=[N:19]3)[CH:12]([CH3:30])[CH2:11]2)=[C:4]([F:31])[CH:3]=1.